This data is from CYP2C19 inhibition data for predicting drug metabolism from PubChem BioAssay. The task is: Regression/Classification. Given a drug SMILES string, predict its absorption, distribution, metabolism, or excretion properties. Task type varies by dataset: regression for continuous measurements (e.g., permeability, clearance, half-life) or binary classification for categorical outcomes (e.g., BBB penetration, CYP inhibition). Dataset: cyp2c19_veith. (1) The drug is O=C(Nc1ccccc1)N1CC2(CCN(C(=O)c3ccco3)CC2)C1. The result is 0 (non-inhibitor). (2) The compound is COc1ccc(COC(=O)N/N=C2/C[C@@H](O)[C@@H](O)[C@H]3[C@@H]2CC[C@H]2C(=O)N(c4ccc(F)cc4F)C(=O)[C@H]32)cc1. The result is 0 (non-inhibitor). (3) The compound is COc1ccc(NC(=O)N2CC3(CCN(C(=O)c4cc(C(F)(F)F)cc(C(F)(F)F)c4)CC3)C2)cc1. The result is 0 (non-inhibitor). (4) The molecule is Cc1ccc(Oc2ncc(CN3CCOCC3)s2)cc1. The result is 1 (inhibitor).